This data is from Reaction yield outcomes from USPTO patents with 853,638 reactions. The task is: Predict the reaction yield, written as a fraction of the theoretical maximum amount of product (1.0 means a 100% yield; for example, 0.34 means a 34% yield). (1) The reactants are [N+:1]([C:4]1[CH:5]=[C:6]2[C:11](=[CH:12][C:13]=1[C:14]([F:17])([F:16])[F:15])[NH:10][C:9](=[O:18])[N:8]([NH:19][S:20]([CH3:23])(=[O:22])=[O:21])[C:7]2=[O:24])([O-])=O. The catalyst is [Pd].CCO.CC(O)=O. The product is [NH2:1][C:4]1[CH:5]=[C:6]2[C:11](=[CH:12][C:13]=1[C:14]([F:16])([F:15])[F:17])[NH:10][C:9](=[O:18])[N:8]([NH:19][S:20]([CH3:23])(=[O:22])=[O:21])[C:7]2=[O:24]. The yield is 0.610. (2) The reactants are Cl.[NH2:2][C:3]1[C:4]2[C:14]([O:15][CH2:16][C@H:17]3[CH2:22][CH2:21][CH2:20][CH2:19][NH2+:18]3)=[CH:13][CH:12]=[CH:11][C:5]=2[NH:6][S:7](=[O:10])(=[O:9])[N:8]=1.[N:23]1[CH:28]=[CH:27][C:26]([NH:29][C:30](=O)[O:31]C2C=CC([N+]([O-])=O)=CC=2)=[CH:25][CH:24]=1.C(=O)([O-])[O-].[K+].[K+]. The catalyst is CN(C=O)C. The product is [NH2:2][C:3]1[C:4]2[C:14]([O:15][CH2:16][C@H:17]3[CH2:22][CH2:21][CH2:20][CH2:19][N:18]3[C:30]([NH:29][C:26]3[CH:27]=[CH:28][N:23]=[CH:24][CH:25]=3)=[O:31])=[CH:13][CH:12]=[CH:11][C:5]=2[NH:6][S:7](=[O:9])(=[O:10])[N:8]=1. The yield is 0.280. (3) The reactants are [C:1]([O:5][C:6](=[O:15])[NH:7][C:8]1[CH:13]=[C:12]([Cl:14])[CH:11]=[CH:10][N:9]=1)([CH3:4])([CH3:3])[CH3:2].CN(CCN(C)C)C.[Li]CCCC.[I:29]I.S([O-])(O)=O.[Na+]. The catalyst is C1COCC1.O. The product is [C:1]([O:5][C:6](=[O:15])[NH:7][C:8]1[C:13]([I:29])=[C:12]([Cl:14])[CH:11]=[CH:10][N:9]=1)([CH3:4])([CH3:2])[CH3:3]. The yield is 0.780. (4) The reactants are [CH2:1]([O:3][C:4](=[O:29])[CH2:5][CH2:6][C:7]1[N:8]([C:19]2[CH:24]=[CH:23][C:22]([C:25](=[O:27])[NH2:26])=[CH:21][C:20]=2[CH3:28])[C:9]([C:12]2[CH:17]=[CH:16][C:15]([NH2:18])=[CH:14][CH:13]=2)=[CH:10][CH:11]=1)[CH3:2].CCN([CH:36]([CH3:38])[CH3:37])C(C)C.C1(N[C:46](=[O:48])[O-:47])C=CC=CC=1.[CH2:49]1[CH2:53]OC[CH2:50]1. The catalyst is C(Cl)Cl.C(OCC)(=O)C. The product is [CH2:1]([O:3][C:4](=[O:29])[CH2:5][CH2:6][C:7]1[N:8]([C:19]2[CH:24]=[CH:23][C:22]([C:25](=[O:27])[NH2:26])=[CH:21][C:20]=2[CH3:28])[C:9]([C:12]2[CH:13]=[CH:14][C:15]([NH:18][C:46]([O:48][C:37]3[CH:36]=[CH:38][CH:53]=[CH:49][CH:50]=3)=[O:47])=[CH:16][CH:17]=2)=[CH:10][CH:11]=1)[CH3:2]. The yield is 0.480. (5) The reactants are [C:1](#[N:8])[C:2]1[CH:7]=[CH:6][N:5]=[CH:4][CH:3]=1.[CH3:9][O:10][C:11]1[CH:16]=[CH:15][C:14]([C:17]2([CH2:22][CH2:23][C:24]([NH:26][NH2:27])=O)[O:21][CH2:20][CH2:19][O:18]2)=[CH:13][CH:12]=1.C([O-])([O-])=O.[K+].[K+].CCCCO. The catalyst is C(Cl)Cl.CO. The product is [CH3:9][O:10][C:11]1[CH:16]=[CH:15][C:14]([C:17]2([CH2:22][CH2:23][C:24]3[NH:26][N:27]=[C:1]([C:2]4[CH:7]=[CH:6][N:5]=[CH:4][CH:3]=4)[N:8]=3)[O:18][CH2:19][CH2:20][O:21]2)=[CH:13][CH:12]=1. The yield is 0.940. (6) The reactants are [CH2:1]([O:8][C:9](=[O:25])[C:10]1[CH:15]=[CH:14][CH:13]=[C:12]([O:16][C:17]2[CH:22]=[CH:21][C:20]([OH:23])=[C:19]([CH3:24])[CH:18]=2)[CH:11]=1)[C:2]1[CH:7]=[CH:6][CH:5]=[CH:4][CH:3]=1.[CH2:26]([O:28][C:29](=[O:32])[CH2:30]Br)[CH3:27].C(=O)([O-])[O-].[Cs+].[Cs+]. The catalyst is CN(C=O)C. The product is [CH2:1]([O:8][C:9](=[O:25])[C:10]1[CH:15]=[CH:14][CH:13]=[C:12]([O:16][C:17]2[CH:22]=[CH:21][C:20]([O:23][CH2:30][C:29]([O:28][CH2:26][CH3:27])=[O:32])=[C:19]([CH3:24])[CH:18]=2)[CH:11]=1)[C:2]1[CH:7]=[CH:6][CH:5]=[CH:4][CH:3]=1. The yield is 0.760. (7) The reactants are [CH3:1][C:2]([CH3:5])([O-])[CH3:3].[K+].CS([O:11][C@H:12]1[CH2:15][C@@H:14]([CH2:16][N:17]([C:19]([O:21][C:22]([CH3:25])([CH3:24])[CH3:23])=[O:20])[CH3:18])[CH2:13]1)(=O)=O.CCO[C:29]([CH3:31])=O. The catalyst is CS(C)=O.[Br-].C([N+](CCCC)(CCCC)CCCC)CCC. The product is [CH3:18][N:17]([CH2:16][C@H:14]1[CH2:15][C@H:12]([O:11][C:12]2[CH:15]=[CH:3][C:2]([CH2:5][N:17]3[CH2:31][CH2:29][CH2:14][CH2:16]3)=[CH:1][CH:13]=2)[CH2:13]1)[C:19](=[O:20])[O:21][C:22]([CH3:25])([CH3:24])[CH3:23]. The yield is 0.960.